Dataset: Full USPTO retrosynthesis dataset with 1.9M reactions from patents (1976-2016). Task: Predict the reactants needed to synthesize the given product. (1) Given the product [CH2:16]([O:1][C:6]([C:7]1[NH:2][N:3]=[C:9]([CH2:10][CH2:11][CH3:12])[CH:8]=1)=[O:15])[CH3:17], predict the reactants needed to synthesize it. The reactants are: [OH2:1].[NH2:2][NH2:3].CO[C:6](=[O:15])[C:7](=O)[CH2:8][C:9](=O)[CH2:10][CH2:11][CH3:12].[C:16](O)(=O)[CH3:17]. (2) Given the product [Cl:22][C:5]1[N:4]([CH2:1][CH:2]=[CH2:3])[C:12]2[C:11](=[O:13])[NH:10][C:9](=[O:14])[NH:8][C:7]=2[N:6]=1, predict the reactants needed to synthesize it. The reactants are: [CH2:1]([N:4]1[C:12]2[C:11](=[O:13])[NH:10][C:9](=[O:14])[NH:8][C:7]=2[N:6]=[CH:5]1)[CH:2]=[CH2:3].C1C(=O)N([Cl:22])C(=O)C1.CO. (3) Given the product [CH3:45][O:44][C:42](=[O:43])[NH:1][C:2]1[CH:3]=[C:4]2[C:8](=[CH:9][CH:10]=1)[CH2:7][CH:6]([CH2:11][N:12]1[CH2:13][CH2:14][CH:15]([N:18]3[C:22]4[CH:23]=[CH:24][C:25]([CH3:27])=[CH:26][C:21]=4[N:20]=[C:19]3[C:28]([OH:31])([CH3:29])[CH3:30])[CH2:16][CH2:17]1)[CH2:5]2, predict the reactants needed to synthesize it. The reactants are: [NH2:1][C:2]1[CH:3]=[C:4]2[C:8](=[CH:9][CH:10]=1)[CH2:7][CH:6]([CH2:11][N:12]1[CH2:17][CH2:16][CH:15]([N:18]3[C:22]4[CH:23]=[CH:24][C:25]([CH3:27])=[CH:26][C:21]=4[N:20]=[C:19]3[C:28]([OH:31])([CH3:30])[CH3:29])[CH2:14][CH2:13]1)[CH2:5]2.C(N(CC)C(C)C)(C)C.Cl[C:42]([O:44][CH3:45])=[O:43]. (4) The reactants are: C(ON=O)CC(C)C.[Br:9][C:10]1[C:11]([CH3:17])=[N:12][C:13](N)=[N:14][CH:15]=1.CCCC(C)C.C(Br)(Br)[Br:25]. Given the product [Br:25][C:13]1[N:12]=[C:11]([CH3:17])[C:10]([Br:9])=[CH:15][N:14]=1, predict the reactants needed to synthesize it. (5) Given the product [ClH:37].[Cl:37][C:28]1[C:29]([C:33]([F:34])([F:35])[F:36])=[CH:30][CH:31]=[CH:32][C:27]=1[CH2:26][N:16]([CH2:17][C@H:18]([C:20]1[CH:21]=[CH:22][CH:23]=[CH:24][CH:25]=1)[CH3:19])[C@H:14]([CH3:15])[CH2:13][CH2:12][O:11][C:7]1[CH:6]=[C:5]([CH2:4][C:3]([OH:38])=[O:2])[CH:10]=[CH:9][CH:8]=1, predict the reactants needed to synthesize it. The reactants are: C[O:2][C:3](=[O:38])[CH2:4][C:5]1[CH:10]=[CH:9][CH:8]=[C:7]([O:11][CH2:12][CH2:13][C@H:14]([N:16]([CH2:26][C:27]2[CH:32]=[CH:31][CH:30]=[C:29]([C:33]([F:36])([F:35])[F:34])[C:28]=2[Cl:37])[CH2:17][C@H:18]([C:20]2[CH:25]=[CH:24][CH:23]=[CH:22][CH:21]=2)[CH3:19])[CH3:15])[CH:6]=1.[Li+].[OH-].CC(O)=O.C(OCC)(=O)C. (6) Given the product [CH3:1][O:2][C:3]1[CH:4]=[CH:5][CH:6]=[C:7]2[C:12]=1[CH2:11][C@@H:10]([N:13]([CH2:14][CH2:15][CH3:16])[C:23](=[O:24])[CH2:22][C:18]1[S:17][CH:21]=[CH:20][CH:19]=1)[CH2:9][CH2:8]2, predict the reactants needed to synthesize it. The reactants are: [CH3:1][O:2][C:3]1[CH:4]=[CH:5][CH:6]=[C:7]2[C:12]=1[CH2:11][C@@H:10]([NH:13][CH2:14][CH2:15][CH3:16])[CH2:9][CH2:8]2.[S:17]1[CH:21]=[CH:20][CH:19]=[C:18]1[CH2:22][C:23](Cl)=[O:24].